Dataset: Reaction yield outcomes from USPTO patents with 853,638 reactions. Task: Predict the reaction yield, written as a fraction of the theoretical maximum amount of product (1.0 means a 100% yield; for example, 0.34 means a 34% yield). (1) The reactants are [C:1]([C:3]1[N:8]=[CH:7][C:6]([C:9]2[CH:10]=[C:11]3[C:16](=[CH:17][CH:18]=2)[N:15]=[CH:14][C:13]([C:19](=[O:23])[CH:20]([CH3:22])[CH3:21])=[C:12]3[NH:24][C@H:25]2[CH2:30][CH2:29][C@H:28]([NH:31]C(=O)OC(C)(C)C)[CH2:27][CH2:26]2)=[CH:5][CH:4]=1)#[N:2].Cl. No catalyst specified. The product is [NH2:31][C@H:28]1[CH2:29][CH2:30][C@H:25]([NH:24][C:12]2[C:11]3[C:16](=[CH:17][CH:18]=[C:9]([C:6]4[CH:5]=[CH:4][C:3]([C:1]#[N:2])=[N:8][CH:7]=4)[CH:10]=3)[N:15]=[CH:14][C:13]=2[C:19](=[O:23])[CH:20]([CH3:21])[CH3:22])[CH2:26][CH2:27]1. The yield is 0.540. (2) The reactants are [F:1][CH2:2][C:3]1([CH2:29][F:30])[O:8][CH2:7][CH:6]([CH2:9][O:10][C:11]2[CH:16]=[CH:15][N:14]=[C:13]([CH2:17][S:18][C:19]3[NH:23][C:22]4[CH:24]=[CH:25][CH:26]=[CH:27][C:21]=4[N:20]=3)[C:12]=2[CH3:28])[CH2:5][O:4]1.ClC1C=CC=C(C(OO)=[O:39])C=1.C(=O)([O-])O.[Na+]. The catalyst is C1(C)C=CC=CC=1.CO. The product is [F:1][CH2:2][C:3]1([CH2:29][F:30])[O:4][CH2:5][CH:6]([CH2:9][O:10][C:11]2[CH:16]=[CH:15][N:14]=[C:13]([CH2:17][S:18]([C:19]3[NH:20][C:21]4[CH:27]=[CH:26][CH:25]=[CH:24][C:22]=4[N:23]=3)=[O:39])[C:12]=2[CH3:28])[CH2:7][O:8]1. The yield is 0.680.